From a dataset of Catalyst prediction with 721,799 reactions and 888 catalyst types from USPTO. Predict which catalyst facilitates the given reaction. Reactant: [F:1][C:2]([F:7])([F:6])[C:3]([OH:5])=[O:4].C(OC(=O)[NH:14][C@H:15]([C:31]1[NH:35][C:34]2[CH:36]=[CH:37][CH:38]=[CH:39][C:33]=2[N:32]=1)[CH2:16][C:17]1[CH:22]=[CH:21][C:20]([O:23][CH2:24][C:25]2[CH:30]=[CH:29][CH:28]=[CH:27][CH:26]=2)=[CH:19][CH:18]=1)(C)(C)C. Product: [F:1][C:2]([F:7])([F:6])[C:3]([O-:5])=[O:4].[NH:32]1[C:33]2[CH:39]=[CH:38][CH:37]=[CH:36][C:34]=2[N:35]=[C:31]1[C@@H:15]([NH3+:14])[CH2:16][C:17]1[CH:22]=[CH:21][C:20]([O:23][CH2:24][C:25]2[CH:30]=[CH:29][CH:28]=[CH:27][CH:26]=2)=[CH:19][CH:18]=1. The catalyst class is: 2.